From a dataset of NCI-60 drug combinations with 297,098 pairs across 59 cell lines. Regression. Given two drug SMILES strings and cell line genomic features, predict the synergy score measuring deviation from expected non-interaction effect. (1) Drug 1: C1=NC2=C(N=C(N=C2N1C3C(C(C(O3)CO)O)F)Cl)N. Drug 2: CS(=O)(=O)OCCCCOS(=O)(=O)C. Cell line: NCI/ADR-RES. Synergy scores: CSS=3.61, Synergy_ZIP=-1.80, Synergy_Bliss=4.31, Synergy_Loewe=-6.24, Synergy_HSA=2.37. (2) Drug 1: CC1=C(C=C(C=C1)NC2=NC=CC(=N2)N(C)C3=CC4=NN(C(=C4C=C3)C)C)S(=O)(=O)N.Cl. Drug 2: CN(CC1=CN=C2C(=N1)C(=NC(=N2)N)N)C3=CC=C(C=C3)C(=O)NC(CCC(=O)O)C(=O)O. Cell line: HOP-92. Synergy scores: CSS=8.52, Synergy_ZIP=-2.32, Synergy_Bliss=-1.14, Synergy_Loewe=-5.41, Synergy_HSA=-0.940. (3) Drug 1: C1CCC(C1)C(CC#N)N2C=C(C=N2)C3=C4C=CNC4=NC=N3. Drug 2: CC12CCC3C(C1CCC2OP(=O)(O)O)CCC4=C3C=CC(=C4)OC(=O)N(CCCl)CCCl.[Na+]. Cell line: U251. Synergy scores: CSS=2.28, Synergy_ZIP=-2.01, Synergy_Bliss=-1.99, Synergy_Loewe=-0.984, Synergy_HSA=-1.64.